Dataset: Catalyst prediction with 721,799 reactions and 888 catalyst types from USPTO. Task: Predict which catalyst facilitates the given reaction. Reactant: [C:1]([O:5][C:6]([NH:8][C@H:9]1[C@H:13]([OH:14])[CH2:12][N:11](C(OCC2C=CC=CC=2)=O)[CH2:10]1)=[O:7])([CH3:4])([CH3:3])[CH3:2]. Product: [C:1]([O:5][C:6](=[O:7])[NH:8][CH:9]1[CH:13]([OH:14])[CH2:12][NH:11][CH2:10]1)([CH3:4])([CH3:2])[CH3:3]. The catalyst class is: 19.